From a dataset of Experimentally validated miRNA-target interactions with 360,000+ pairs, plus equal number of negative samples. Binary Classification. Given a miRNA mature sequence and a target amino acid sequence, predict their likelihood of interaction. (1) The miRNA is cel-miR-242 with sequence UUGCGUAGGCCUUUGCUUCGA. The protein sequence of the target gene is MMPGETHSAAPGTAADLSRCQGCASLQQNLNEYVEALITLKQKIINTDNLLTEYQKKCDELQFARRENSNLHHQVEEMLQKISPLQKCQEELGSLKAELEEKKSSLKLYQDTHQEYARVKEECLKSDAQKKKLEAKVKKLQEAAVKQTQDFKQLRNEKKILEKEFKKTQERLDEFSKQKNEKELRHIGTQISSDSYGSIDKRKVKLLLKELWLCVNTTHRLPGEGSRCVPEKPAKAITSSRVPGEDGTLPPTQGSPLRTSNVQTCLTKLSMEIKEDFLCQNVEKQSSSGTNCSSDHVFNE.... Result: 0 (no interaction). (2) The miRNA is mmu-miR-301b-3p with sequence CAGUGCAAUGGUAUUGUCAAAGC. The protein sequence of the target gene is MEGSANQLQPLSETQVVNSEGGCVWQVTDMNRLRRFLCFGSEGGTYYIKEQKLGLENAEALIRLIEDGRGCEVIQEIKSFSQEGRTAKQEPLLFALAVCSQCADINTKQAAFKAVPEVCRIPTHLFTFIQFKKDLKESMKCGMWGRALRKAVADWYNEKGGMAVALVVTKYKQRNGWSHKDLLRLSHLKPSSEGLAIVTKYITKGWKEVHEEYKEKALSVEAEKLLKYLEAVEKVKRTKDDLEVIHLIEEHQLVREHLLTNHLKSKEVWKALLQEMPLTALLRNLGKMTANSVLEPGNSE.... Result: 1 (interaction). (3) The protein sequence of the target gene is MAGGMKVAVSPAVGPGPWGSGVGGGGTVRLLLILSGCLVYGTAETDVNVVMLQESQVCEKRASQQFCYTNVLIPKWHDIWTRIQIRVNSSRLVRVTQVENEEKLKELEQFSIWNFFSSFLKEKLNDTYVNVGLYSTKTCLKVEIIEKDTKYSVIVIRRFDPKLFLVFLLGLMLFFCGDLLSRSQIFYYSTGMTVGIVASLLIIIFILSKFMPKKSPIYVILVGGWSFSLYLIQLVFKNLQEIWRCYWQYLLSYVLTVGFMSFAVCYKYGPLENERSINLLTWTLQLMGLCFMYSGIQIPH.... The miRNA is mmu-miR-188-3p with sequence CUCCCACAUGCAGGGUUUGCA. Result: 0 (no interaction). (4) The miRNA is hsa-miR-3978 with sequence GUGGAAAGCAUGCAUCCAGGGUGU. The protein sequence of the target gene is MDRDEEPLSARPALETESLRFLHVTVGSLLASYGWYILFSCILLYIVIQRLSLRLRALRQRQLDQAETVLEPDVVVKRQEALAAARLRMQEDLNAQVEKHKEKLRQLEEEKRRQKIEMWDSMQEGRSYKRNSGRPQEEDGPGPSTSSVIPKGKSDKKPLRGGGYNPLTGEGGGTCSWRPGRRGPSSGGUN. Result: 0 (no interaction). (5) The miRNA is hsa-miR-4665-5p with sequence CUGGGGGACGCGUGAGCGCGAGC. The protein sequence of the target gene is MITSQGSVSFRDVTVGFTQEEWQHLDPAQRTLYRDVMLENYSHLVSVGYCIPKPEVILKLEKGEEPWILEEKFPSQSHLELINTSRNYSIMKFNEFNKGGKCFCDEKHEIIHSEEEPSEYNKNGNSFWLNEDLIWHQKIKNWEQSFEYNECGKAFPENSLFLVHKRGYTGQKTCKYTEHGKTCDMSFFITHQQTHPRENHYGNECGENIFEESILLEHQSVYPFSQKLNLTPIQRTHSINNIIEYNECGTFFSEKLVLHLQQRTHTGEKPYECHECGKTFTQKSAHTRHQRTHTGGKPYE.... Result: 0 (no interaction). (6) The miRNA is mmu-miR-466g with sequence AUACAGACACAUGCACACACA. The protein sequence of the target gene is MGEVEAPGRLWLESPPGGAPPIFLPSDGQALVLGRGPLTQVTDRKCSRTQVELVADPETRTVAVKQLGVNPSTTGTQELKPGLEGSLGVGDTLYLVNGLHPLTLRWEETRTPESQPDTPPGTPLVSQDEKRDAELPKKRMRKSNPGWENLEKLLVFTAAGVKPQGKVAGFDLDGTLITTRSGKVFPTGPSDWRILYPEIPRKLRELEAEGYKLVIFTNQMSIGRGKLPAEEFKAKVEAVVEKLGVPFQVLVATHAGLYRKPVTGMWDHLQEQANDGTPISIGDSIFVGDAAGRPANWAPG.... Result: 0 (no interaction). (7) The miRNA is hsa-miR-6738-3p with sequence CUUCUGCCUGCAUUCUACUCCCAG. The protein sequence of the target gene is MLRYWGEIPIPSGQTNRSSFDLLPREFRLVEVHDPPLHQPSANKPKPPTMLDIPSEPCSLTIHTIQLIQHNRRLRSLIATAQTQSQQQTEGVKAEESEPLPSCPGSPPLPDDLQPLDCKNPNAPFQIRHSDPESDFYRGKGEPVTELSWHSCRQLLYQAVATILAHTGFECANESVLETLTDVAHEYCLKFTKLLRFAVDREALLGQTPFPDVMEQVFHEVGIGSVLSLQKFWQHRIKDYHTYMLQISKQLSEEYERIVNPEKATEDTKPVKIKEEPVSDITFPVSEELEADLASGDQSL.... Result: 0 (no interaction). (8) The miRNA is hsa-miR-30a-5p with sequence UGUAAACAUCCUCGACUGGAAG. The protein sequence of the target gene is MIRFILIQNRAGKTRLAKWYMQFDDDEKQKLIEEVHAVVTVRDAKHTNFVEFRNFKIIYRRYAGLYFCICVDVNDNNLAYLEAIHNFVEVLNEYFHNVCELDLVFNFYKVYTVVDEMFLAGEIRETSQTKVLKQLLMLQSLE. Result: 1 (interaction).